Predict which catalyst facilitates the given reaction. From a dataset of Catalyst prediction with 721,799 reactions and 888 catalyst types from USPTO. (1) Product: [C:20]([C:19]1[CH:22]=[CH:23][C:16]([N:7]2[CH2:6][CH2:5][N:4]([C:8]([O:10][C:11]([CH3:13])([CH3:12])[CH3:14])=[O:9])[CH2:3][CH:2]2[CH3:1])=[CH:17][C:18]=1[C:24]([F:25])([F:26])[F:27])#[N:21]. The catalyst class is: 18. Reactant: [CH3:1][CH:2]1[NH:7][CH2:6][CH2:5][N:4]([C:8]([O:10][C:11]([CH3:14])([CH3:13])[CH3:12])=[O:9])[CH2:3]1.F[C:16]1[CH:23]=[CH:22][C:19]([C:20]#[N:21])=[C:18]([C:24]([F:27])([F:26])[F:25])[CH:17]=1.C(N(C(C)C)CC)(C)C. (2) Reactant: [OH:1][C:2]1[CH:7]=[CH:6][C:5]([CH:8]2[CH2:13][CH2:12][CH2:11][CH:10]([CH2:14][C:15]([O:17][CH2:18][CH3:19])=[O:16])[CH2:9]2)=[CH:4][CH:3]=1.[F:20][C:21]([F:34])([F:33])[S:22](O[S:22]([C:21]([F:34])([F:33])[F:20])(=[O:24])=[O:23])(=[O:24])=[O:23].C(N(CC)CC)C.C(=O)([O-])O.[Na+]. Product: [F:20][C:21]([F:34])([F:33])[S:22]([O:1][C:2]1[CH:3]=[CH:4][C:5]([CH:8]2[CH2:13][CH2:12][CH2:11][CH:10]([CH2:14][C:15]([O:17][CH2:18][CH3:19])=[O:16])[CH2:9]2)=[CH:6][CH:7]=1)(=[O:24])=[O:23]. The catalyst class is: 2. (3) Reactant: C[O:2][C:3](=O)[CH2:4][CH2:5][C:6]([CH3:19])([N:8]1[CH:12]=[C:11]([C:13]2[CH:14]=[N:15][CH:16]=[CH:17][CH:18]=2)[N:10]=[CH:9]1)[CH3:7].[BH4-].[Na+]. Product: [CH3:19][C:6]([N:8]1[CH:12]=[C:11]([C:13]2[CH:14]=[N:15][CH:16]=[CH:17][CH:18]=2)[N:10]=[CH:9]1)([CH3:7])[CH2:5][CH2:4][CH2:3][OH:2]. The catalyst class is: 8. (4) Reactant: [C:1]([OH:8])(=[O:7])/[CH:2]=[CH:3]/[C:4]([OH:6])=[O:5].[CH3:9][N:10]1[CH2:15][CH2:14][N:13]([CH2:16][C:17]2[CH:45]=[CH:44][C:20]([C:21]([NH:23][C:24]3[CH:29]=[CH:28][C:27]([CH3:30])=[C:26]([NH:31][C:32]4[N:37]=[C:36]([C:38]5[CH:39]=[N:40][CH:41]=[CH:42][CH:43]=5)[CH:35]=[CH:34][N:33]=4)[CH:25]=3)=[O:22])=[CH:19][CH:18]=2)[CH2:12][CH2:11]1.O. Product: [CH3:9][N:10]1[CH2:15][CH2:14][N:13]([CH2:16][C:17]2[CH:18]=[CH:19][C:20]([C:21]([NH:23][C:24]3[CH:29]=[CH:28][C:27]([CH3:30])=[C:26]([NH:31][C:32]4[N:37]=[C:36]([C:38]5[CH:39]=[N:40][CH:41]=[CH:42][CH:43]=5)[CH:35]=[CH:34][N:33]=4)[CH:25]=3)=[O:22])=[CH:44][CH:45]=2)[CH2:12][CH2:11]1.[C:1]([O-:8])(=[O:7])/[CH:2]=[CH:3]/[C:4]([O-:6])=[O:5]. The catalyst class is: 8. (5) Reactant: [CH3:1]C(C)([O-])C.[K+].[CH2:7]([CH:10]1[CH2:15][CH2:14][CH:13]([CH2:16][CH2:17][C:18]2[CH:23]=[CH:22][C:21]([C@H:24]3[CH2:29][CH2:28][C@H:27]([CH:30]=O)[CH2:26][CH2:25]3)=[CH:20][CH:19]=2)[CH2:12][CH2:11]1)[CH2:8][CH3:9]. Product: [CH2:7]([CH:10]1[CH2:15][CH2:14][CH:13]([CH2:16][CH2:17][C:18]2[CH:23]=[CH:22][C:21]([CH:24]3[CH2:29][CH2:28][CH:27]([CH:30]=[CH2:1])[CH2:26][CH2:25]3)=[CH:20][CH:19]=2)[CH2:12][CH2:11]1)[CH2:8][CH3:9]. The catalyst class is: 307. (6) Reactant: C(OC(=O)[NH:7][C:8]1[S:9][CH2:10][C@@H:11]2[C@@H:16]([C:17]([F:20])([F:19])[F:18])[O:15][CH2:14][C@:12]2([C:21]2[CH:26]=[C:25]([NH2:27])[CH:24]=[CH:23][C:22]=2[F:28])[N:13]=1)(C)(C)C.C(N(CC)C(C)C)(C)C.F[P-](F)(F)(F)(F)F.[PH4+].C(=O)(O)[O-].[Na+].[CH3:52][O:53][C:54]1[N:55]=[CH:56][C:57]([C:60](O)=[O:61])=[N:58][CH:59]=1. Product: [NH2:7][C:8]1[S:9][CH2:10][C@@H:11]2[C@@H:16]([C:17]([F:20])([F:19])[F:18])[O:15][CH2:14][C@:12]2([C:21]2[CH:26]=[C:25]([NH:27][C:60]([C:57]3[CH:56]=[N:55][C:54]([O:53][CH3:52])=[CH:59][N:58]=3)=[O:61])[CH:24]=[CH:23][C:22]=2[F:28])[N:13]=1. The catalyst class is: 2. (7) Reactant: [Cl:1][C:2]1[CH:10]=[CH:9][C:8]([C:11]2[N:12]([C:22]([O:24][C:25]([CH3:28])([CH3:27])[CH3:26])=[O:23])[C:13]3[C:18]([CH:19]=2)=[CH:17][C:16]([CH:20]=O)=[CH:15][CH:14]=3)=[C:7]2[C:3]=1[CH2:4][NH:5][C:6]2=[O:29].[NH2:30][C:31]1([CH2:36][OH:37])[CH2:35][CH2:34][CH2:33][CH2:32]1.C(O[BH-](OC(=O)C)OC(=O)C)(=O)C.[Na+]. Product: [Cl:1][C:2]1[CH:10]=[CH:9][C:8]([C:11]2[N:12]([C:22]([O:24][C:25]([CH3:27])([CH3:26])[CH3:28])=[O:23])[C:13]3[C:18]([CH:19]=2)=[CH:17][C:16]([CH2:20][NH:30][C:31]2([CH2:36][OH:37])[CH2:35][CH2:34][CH2:33][CH2:32]2)=[CH:15][CH:14]=3)=[C:7]2[C:3]=1[CH2:4][NH:5][C:6]2=[O:29]. The catalyst class is: 4. (8) Reactant: [CH2:1]([C:3]1[CH:18]=[C:17]([C:19]2[CH:24]=[CH:23][CH:22]=[CH:21][CH:20]=2)[C:16]([O:25][CH2:26][C:27]2[CH:32]=[CH:31][CH:30]=[CH:29][CH:28]=2)=[CH:15][C:4]=1[O:5][CH2:6][CH2:7][CH2:8][CH2:9][C:10]([CH3:14])([CH3:13])[CH2:11][NH2:12])[CH3:2].C(N(CC)CC)C.[NH:40]([C:60]([O:62][C:63]([CH3:66])([CH3:65])[CH3:64])=[O:61])[C@H:41]([C:50](ON1C(=O)CCC1=O)=[O:51])[CH2:42][C:43](=[O:49])[O:44][C:45]([CH3:48])([CH3:47])[CH3:46]. Product: [C:63]([O:62][C:60]([NH:40][CH:41]([C:50](=[O:51])[NH:12][CH2:11][C:10]([CH3:14])([CH3:13])[CH2:9][CH2:8][CH2:7][CH2:6][O:5][C:4]1[CH:15]=[C:16]([O:25][CH2:26][C:27]2[CH:32]=[CH:31][CH:30]=[CH:29][CH:28]=2)[C:17]([C:19]2[CH:20]=[CH:21][CH:22]=[CH:23][CH:24]=2)=[CH:18][C:3]=1[CH2:1][CH3:2])[CH2:42][C:43]([O:44][C:45]([CH3:48])([CH3:47])[CH3:46])=[O:49])=[O:61])([CH3:65])([CH3:64])[CH3:66]. The catalyst class is: 9. (9) Reactant: P(Cl)(Cl)(Cl)=O.[CH3:6][S:7]([C:10]1[CH:15]=[CH:14][CH:13]=[CH:12][C:11]=1[N:16]1[C:20]2=[N:21][CH:22]=[N:23][C:24]([OH:25])=[C:19]2[CH:18]=[N:17]1)(=[O:9])=[O:8].[H-].[Na+].O[C@@H:29]([CH2:40][O:41][CH:42]([CH3:44])[CH3:43])[C:30]([NH:32][C:33]1[CH:38]=[CH:37][C:36]([CH3:39])=[CH:35][N:34]=1)=[O:31]. Product: [CH:42]([O:41][CH2:40][C@H:29]([O:25][C:24]1[N:23]=[CH:22][N:21]=[C:20]2[N:16]([C:11]3[CH:12]=[CH:13][CH:14]=[CH:15][C:10]=3[S:7]([CH3:6])(=[O:9])=[O:8])[N:17]=[CH:18][C:19]=12)[C:30]([NH:32][C:33]1[CH:38]=[CH:37][C:36]([CH3:39])=[CH:35][N:34]=1)=[O:31])([CH3:44])[CH3:43]. The catalyst class is: 1. (10) Reactant: [C:1]([O:5][C:6](=[O:22])[CH2:7][C:8]([C:12]1[CH:17]=[CH:16][N:15]=[C:14]([O:18]C)[C:13]=1[O:20][CH3:21])([OH:11])[CH2:9][CH3:10])([CH3:4])([CH3:3])[CH3:2].[I-].[K+]. Product: [C:1]([O:5][C:6](=[O:22])[CH2:7][C:8]([OH:11])([C:12]1[CH:17]=[CH:16][NH:15][C:14](=[O:18])[C:13]=1[O:20][CH3:21])[CH2:9][CH3:10])([CH3:3])([CH3:2])[CH3:4]. The catalyst class is: 15.